This data is from Full USPTO retrosynthesis dataset with 1.9M reactions from patents (1976-2016). The task is: Predict the reactants needed to synthesize the given product. (1) Given the product [F:1][C:2]1[CH:20]=[C:19]([S:21]([CH3:24])(=[O:23])=[O:22])[C:18]([F:25])=[CH:17][C:3]=1[O:4][C@H:5]1[CH2:9][CH2:8][N:7]([CH:10]2[CH2:15][CH2:14][N:13]([C:33]3[S:34][C:35]([C:38]([F:41])([F:40])[F:39])=[N:36][N:37]=3)[CH2:12][CH2:11]2)[C:6]1=[O:16], predict the reactants needed to synthesize it. The reactants are: [F:1][C:2]1[CH:20]=[C:19]([S:21]([CH3:24])(=[O:23])=[O:22])[C:18]([F:25])=[CH:17][C:3]=1[O:4][C@H:5]1[CH2:9][CH2:8][N:7]([CH:10]2[CH2:15][CH2:14][NH:13][CH2:12][CH2:11]2)[C:6]1=[O:16].C(=O)([O-])[O-].[K+].[K+].Cl[C:33]1[S:34][C:35]([C:38]([F:41])([F:40])[F:39])=[N:36][N:37]=1. (2) Given the product [Br:1][C:2]1[CH:7]=[C:6]([Br:8])[CH:5]=[CH:4][C:3]=1[O:9][CH2:16][O:18][CH3:19], predict the reactants needed to synthesize it. The reactants are: [Br:1][C:2]1[CH:7]=[C:6]([Br:8])[CH:5]=[CH:4][C:3]=1[OH:9].C(=O)([O-])[O-].[K+].[K+].[CH2:16]([O:18][CH2:19]Cl)C. (3) Given the product [F:38][C:32]1[CH:33]=[CH:34][CH:35]=[C:36]([F:37])[C:31]=1[C:29]1[S:30][C:26]([NH:25][C:23](=[O:24])[O:22][C:18]([CH3:20])([CH3:19])[CH3:21])=[C:27]([C:39](=[O:40])[NH:17][C:5]2[CH:4]=[N:3][N:2]([CH3:1])[C:6]=2[N:7]2[CH2:12][CH2:11][NH:10][CH:9]([C:13]([F:16])([F:15])[F:14])[CH2:8]2)[N:28]=1, predict the reactants needed to synthesize it. The reactants are: [CH3:1][N:2]1[C:6]([N:7]2[CH2:12][CH2:11][NH:10][CH:9]([C:13]([F:16])([F:15])[F:14])[CH2:8]2)=[C:5]([NH2:17])[CH:4]=[N:3]1.[C:18]([O:22][C:23]([NH:25][C:26]1[S:30][C:29]([C:31]2[C:36]([F:37])=[CH:35][CH:34]=[CH:33][C:32]=2[F:38])=[N:28][C:27]=1[C:39](O)=[O:40])=[O:24])([CH3:21])([CH3:20])[CH3:19].CN(C(ON1N=NC2C=CC=NC1=2)=[N+](C)C)C.F[P-](F)(F)(F)(F)F.O. (4) Given the product [CH3:36][O:5][C:4](=[O:6])[C:3]1[CH:7]=[CH:8][C:9]([NH:11][C:12]([C:14]2[CH:15]=[CH:16][C:17]3[O:22][CH2:21][CH2:20][N:19]([S:23]([C:26]4[CH:31]=[C:30]([Cl:32])[CH:29]=[CH:28][C:27]=4[O:33][CH3:34])(=[O:24])=[O:25])[C:18]=3[CH:35]=2)=[O:13])=[CH:10][C:2]=1[Cl:1], predict the reactants needed to synthesize it. The reactants are: [Cl:1][C:2]1[CH:10]=[C:9]([NH:11][C:12]([C:14]2[CH:15]=[CH:16][C:17]3[O:22][CH2:21][CH2:20][N:19]([S:23]([C:26]4[CH:31]=[C:30]([Cl:32])[CH:29]=[CH:28][C:27]=4[O:33][CH3:34])(=[O:25])=[O:24])[C:18]=3[CH:35]=2)=[O:13])[CH:8]=[CH:7][C:3]=1[C:4]([OH:6])=[O:5].[CH3:36]OC(=O)C1C=CC(N)=CC=1Cl.